From a dataset of Forward reaction prediction with 1.9M reactions from USPTO patents (1976-2016). Predict the product of the given reaction. (1) Given the reactants [SH:1][CH2:2][C:3]([O:5]CC)=[O:4].[Na].Cl[C:10]([CH3:20])=[C:11]([C:14]1[CH:19]=[CH:18][CH:17]=[CH:16][CH:15]=1)[CH:12]=O.[Li+].[OH-], predict the reaction product. The product is: [CH3:20][C:10]1[S:1][C:2]([C:3]([OH:5])=[O:4])=[CH:12][C:11]=1[C:14]1[CH:19]=[CH:18][CH:17]=[CH:16][CH:15]=1. (2) The product is: [NH2:18][C:10]1[O:11][C@H:12]([C:14]([F:17])([F:15])[F:16])[CH2:13][C@:8]([C:6]2[CH:7]=[C:2]([NH:1][C:39](=[O:40])[C:36]3[CH:35]=[CH:34][C:33]([C:31]#[N:32])=[CH:38][N:37]=3)[CH:3]=[CH:4][C:5]=2[F:21])([CH2:19][F:20])[N:9]=1. Given the reactants [NH2:1][C:2]1[CH:3]=[CH:4][C:5]([F:21])=[C:6]([C@:8]2([CH2:19][F:20])[CH2:13][C@@H:12]([C:14]([F:17])([F:16])[F:15])[O:11][C:10]([NH2:18])=[N:9]2)[CH:7]=1.C(N(CC)C(C)C)(C)C.[C:31]([C:33]1[CH:34]=[CH:35][C:36]([C:39](O)=[O:40])=[N:37][CH:38]=1)#[N:32].CCCP1(OP(CCC)(=O)OP(CCC)(=O)O1)=O, predict the reaction product.